From a dataset of Full USPTO retrosynthesis dataset with 1.9M reactions from patents (1976-2016). Predict the reactants needed to synthesize the given product. (1) Given the product [ClH:20].[N:1]1([C:6]2[CH:7]=[CH:8][C:9]([NH2:12])=[N:10][CH:11]=2)[CH:5]=[N:4][N:3]=[N:2]1, predict the reactants needed to synthesize it. The reactants are: [N:1]1([C:6]2[CH:7]=[CH:8][C:9]([NH:12]C(=O)OC(C)(C)C)=[N:10][CH:11]=2)[CH:5]=[N:4][N:3]=[N:2]1.[ClH:20].O1CCOCC1. (2) Given the product [CH3:23][C:18]([NH:17][C:15](=[O:16])[O:14][C:11]([CH3:10])([CH3:12])[CH3:13])([CH3:19])[C:20]([NH:66][C:63]1[CH:64]=[N:65][C:60]([O:59][C:56]2[CH:55]=[CH:54][CH:53]=[C:52]3[C:57]=2[CH2:58][CH:49]([CH3:48])[CH2:50][O:51]3)=[CH:61][CH:62]=1)=[O:22], predict the reactants needed to synthesize it. The reactants are: CCN(C(C)C)C(C)C.[CH3:10][C:11]([O:14][C:15]([NH:17][C:18]([CH3:23])([C:20]([OH:22])=O)[CH3:19])=[O:16])([CH3:13])[CH3:12].CN(C(ON1N=NC2C=CC=NC1=2)=[N+](C)C)C.F[P-](F)(F)(F)(F)F.[CH3:48][CH:49]1[CH2:58][C:57]2[C:52](=[CH:53][CH:54]=[CH:55][C:56]=2[O:59][C:60]2[N:65]=[CH:64][C:63]([NH2:66])=[CH:62][CH:61]=2)[O:51][CH2:50]1.